This data is from Reaction yield outcomes from USPTO patents with 853,638 reactions. The task is: Predict the reaction yield, written as a fraction of the theoretical maximum amount of product (1.0 means a 100% yield; for example, 0.34 means a 34% yield). The yield is 0.550. The catalyst is CN(C)C=O.O1CCCC1.O. The reactants are [C:1]([O:5][C:6]([NH:8][CH2:9][C:10]1[C:11]([CH2:32][CH:33]([CH3:35])[CH3:34])=[N:12][C:13]2[C:18]([C:19]=1[C:20]1[CH:25]=[CH:24][C:23]([CH3:26])=[CH:22][CH:21]=1)=[CH:17][C:16]([O:27][CH2:28][C:29]([OH:31])=O)=[CH:15][CH:14]=2)=[O:7])([CH3:4])([CH3:3])[CH3:2].Cl.[CH2:37]([N:39]=C=NCCCN(C)C)C.ON1C2C=CC=CC=2N=N1.CN. The product is [CH2:32]([C:11]1[C:10]([CH2:9][NH:8][C:6](=[O:7])[O:5][C:1]([CH3:4])([CH3:3])[CH3:2])=[C:19]([C:20]2[CH:21]=[CH:22][C:23]([CH3:26])=[CH:24][CH:25]=2)[C:18]2[C:13](=[CH:14][CH:15]=[C:16]([O:27][CH2:28][C:29]([NH:39][CH3:37])=[O:31])[CH:17]=2)[N:12]=1)[CH:33]([CH3:34])[CH3:35].